This data is from Forward reaction prediction with 1.9M reactions from USPTO patents (1976-2016). The task is: Predict the product of the given reaction. (1) Given the reactants [CH2:1]([O:3][C:4](=[O:12])[C:5]1[CH:10]=[CH:9][C:8]([NH2:11])=[CH:7][CH:6]=1)[CH3:2].[N:13]([O-])=O.[Na+].O.O.Cl[Sn]Cl, predict the reaction product. The product is: [CH2:1]([O:3][C:4](=[O:12])[C:5]1[CH:10]=[CH:9][C:8]([NH:11][NH2:13])=[CH:7][CH:6]=1)[CH3:2]. (2) Given the reactants [C:1]([C:3]1[CH:4]=[C:5]2[C:9](=[CH:10][CH:11]=1)[NH:8][C:7](=[O:12])[CH2:6]2)#[N:2].[C:13]([C:16]1[NH:17][CH:18]=[CH:19][CH:20]=1)(=O)[CH3:14].N1CCCCC1, predict the reaction product. The product is: [C:1]([C:3]1[CH:4]=[C:5]2[C:9](=[CH:10][CH:11]=1)[NH:8][C:7](=[O:12])[C:6]2=[C:13]([C:16]1[NH:17][CH:18]=[CH:19][CH:20]=1)[CH3:14])#[N:2]. (3) Given the reactants [NH2:1][CH:2]([C:7]1[CH:8]=[C:9]([C:13]2[CH:20]=[CH:19][C:16]([C:17]#[N:18])=[C:15]([CH3:21])[CH:14]=2)[CH:10]=[N:11][CH:12]=1)[C:3]([F:6])([F:5])[F:4].C(N(CC)CC)C.[CH2:29]([S:31](Cl)(=[O:33])=[O:32])[CH3:30], predict the reaction product. The product is: [C:17]([C:16]1[CH:19]=[CH:20][C:13]([C:9]2[CH:8]=[C:7]([CH:2]([NH:1][S:31]([CH2:29][CH3:30])(=[O:33])=[O:32])[C:3]([F:4])([F:6])[F:5])[CH:12]=[N:11][CH:10]=2)=[CH:14][C:15]=1[CH3:21])#[N:18].